Dataset: Experimentally validated miRNA-target interactions with 360,000+ pairs, plus equal number of negative samples. Task: Binary Classification. Given a miRNA mature sequence and a target amino acid sequence, predict their likelihood of interaction. (1) The miRNA is mmu-miR-467c-3p with sequence AUAUACAUACACACACCUAUAC. The protein sequence of the target gene is MAERGRLGLPGAPGALNTPVPMNLFATWEVDGSSPSCVPRLCSLTLKKLVVFKELEKELISVVIAVKMQGSKRILRSHEIVLPPSGQVETDLALTFSLQYPHFLKREGNKLQIMLQRRKRYKNRTILGYKTLAAGSISMAEVMQHPSEGGQVLSLCSSIKEAPVKAAEIWIASLSSQPIDHEDSTMQAGPKAKSTDNYSEEEYESFSSEQEASDDAVQGQDLDEDDFDVGKPKKQRRSIVRTTSMTRQQNFKQKVVALLRRFKVSDEVLDSEQDPAEHIPEAEEDLDLLYDTLDMEHPSD.... Result: 0 (no interaction). (2) The miRNA is hsa-miR-4441 with sequence ACAGGGAGGAGAUUGUA. The protein sequence of the target gene is MAAQLNVEQLEVSLDGLTLSPDSEERPGAEGAPPQTPPSSAPGNGLGSGASGQQREPGEAAAEGAAEEARRMEQHWGFGLEELYGLALRFYKIKDGKAFHPTYEEKLKFVALHKQVLLGPYNPDTSPEVGFFDVLGNDRRREWAALGNMSKEDAMVEFVKLLNKCCPLLSAYVASHRIEKEEEEKRRKAEEERRQREEEERERLQKEEEKRKREKEDRLRREEEERRRIEEERLRLEQQKQQIMAALNSQTAVQFQQYAAQQYPGNYEQQQILIRQLQEQHYQQYMQQLYQVQLAQQQAA.... Result: 0 (no interaction).